Dataset: Kir2.1 potassium channel HTS with 301,493 compounds. Task: Binary Classification. Given a drug SMILES string, predict its activity (active/inactive) in a high-throughput screening assay against a specified biological target. The drug is O(c1c(OC)cc(CN(C)C(=O)NNC(=O)c2ccc(cc2)C)cc1)CC. The result is 0 (inactive).